This data is from Full USPTO retrosynthesis dataset with 1.9M reactions from patents (1976-2016). The task is: Predict the reactants needed to synthesize the given product. (1) Given the product [F:1][C:2]1[CH:7]=[C:6]([F:8])[CH:5]=[CH:4][C:3]=1[N:9]([CH3:28])[C:10]([C:12]1[S:24][C:23]2[C:22]3[CH:21]=[C:20]([CH2:25][N:33]4[CH2:34][CH2:35][N:30]([CH3:29])[CH2:31][CH2:32]4)[CH:19]=[CH:18][C:17]=3[O:16][CH2:15][C:14]=2[CH:13]=1)=[O:11], predict the reactants needed to synthesize it. The reactants are: [F:1][C:2]1[CH:7]=[C:6]([F:8])[CH:5]=[CH:4][C:3]=1[N:9]([CH3:28])[C:10]([C:12]1[S:24][C:23]2[C:22]3[CH:21]=[C:20]([C:25](O)=O)[CH:19]=[CH:18][C:17]=3[O:16][CH2:15][C:14]=2[CH:13]=1)=[O:11].[CH3:29][N:30]1[CH2:35][CH2:34][NH:33][CH2:32][CH2:31]1. (2) Given the product [CH3:23][C:19]1[N:18]=[C:17]([C:14]2[N:13]=[CH:12][C:11]3[CH:10]=[N:9][N:8]([C:6]4[N:7]=[C:2]([N:28]5[CH2:33][CH2:32][CH2:31][C@H:30]([NH:34][C:35](=[O:41])[O:36][C:37]([CH3:39])([CH3:38])[CH3:40])[CH2:29]5)[C:3]([C:24]([F:27])([F:26])[F:25])=[CH:4][CH:5]=4)[C:16]=3[CH:15]=2)[CH:22]=[N:21][CH:20]=1, predict the reactants needed to synthesize it. The reactants are: Cl[C:2]1[N:7]=[C:6]([N:8]2[C:16]3[CH:15]=[C:14]([C:17]4[CH:22]=[N:21][CH:20]=[C:19]([CH3:23])[N:18]=4)[N:13]=[CH:12][C:11]=3[CH:10]=[N:9]2)[CH:5]=[CH:4][C:3]=1[C:24]([F:27])([F:26])[F:25].[NH:28]1[CH2:33][CH2:32][CH2:31][C@H:30]([NH:34][C:35](=[O:41])[O:36][C:37]([CH3:40])([CH3:39])[CH3:38])[CH2:29]1.CN1CCOCC1.O. (3) Given the product [CH3:1][O:2][C:3](=[O:13])[C:4]1[CH:9]=[C:8]([CH2:10][Br:21])[C:7]([O:11][CH3:12])=[N:6][CH:5]=1, predict the reactants needed to synthesize it. The reactants are: [CH3:1][O:2][C:3](=[O:13])[C:4]1[CH:9]=[C:8]([CH3:10])[C:7]([O:11][CH3:12])=[N:6][CH:5]=1.C1C(=O)N([Br:21])C(=O)C1.CC(N=NC(C#N)(C)C)(C#N)C. (4) Given the product [NH:17]([C:21]1[CH:22]=[C:23]([CH:27]=[CH:28][CH:29]=1)[C:24]([NH:30][CH2:31][C:32]([NH:34][CH:35]([C:42]1[CH:43]=[CH:44][CH:45]=[CH:46][CH:47]=1)[CH2:36][C:37]([O:39][CH2:40][CH3:41])=[O:38])=[O:33])=[O:26])[C:18]([NH2:20])=[NH:19], predict the reactants needed to synthesize it. The reactants are: CN1CCOCC1.ClC(OCC(C)C)=O.Cl.[NH:17]([C:21]1[CH:22]=[C:23]([CH:27]=[CH:28][CH:29]=1)[C:24]([OH:26])=O)[C:18]([NH2:20])=[NH:19].[NH2:30][CH2:31][C:32]([NH:34][CH:35]([C:42]1[CH:47]=[CH:46][CH:45]=[CH:44][CH:43]=1)[CH2:36][C:37]([O:39][CH2:40][CH3:41])=[O:38])=[O:33].